From a dataset of NCI-60 drug combinations with 297,098 pairs across 59 cell lines. Regression. Given two drug SMILES strings and cell line genomic features, predict the synergy score measuring deviation from expected non-interaction effect. (1) Drug 2: C1=NC2=C(N1)C(=S)N=C(N2)N. Cell line: PC-3. Synergy scores: CSS=26.1, Synergy_ZIP=-5.62, Synergy_Bliss=-0.901, Synergy_Loewe=-15.4, Synergy_HSA=-2.21. Drug 1: CCCS(=O)(=O)NC1=C(C(=C(C=C1)F)C(=O)C2=CNC3=C2C=C(C=N3)C4=CC=C(C=C4)Cl)F. (2) Drug 1: C1=CC=C(C=C1)NC(=O)CCCCCCC(=O)NO. Drug 2: CC(C)NC(=O)C1=CC=C(C=C1)CNNC.Cl. Cell line: 786-0. Synergy scores: CSS=4.40, Synergy_ZIP=-2.48, Synergy_Bliss=0.0107, Synergy_Loewe=-0.445, Synergy_HSA=0.275. (3) Drug 1: C1=CN(C(=O)N=C1N)C2C(C(C(O2)CO)O)O.Cl. Drug 2: CC1=C(C=C(C=C1)NC(=O)C2=CC=C(C=C2)CN3CCN(CC3)C)NC4=NC=CC(=N4)C5=CN=CC=C5. Cell line: SK-OV-3. Synergy scores: CSS=25.8, Synergy_ZIP=-7.28, Synergy_Bliss=-0.182, Synergy_Loewe=-35.2, Synergy_HSA=-3.04. (4) Drug 1: COC1=NC(=NC2=C1N=CN2C3C(C(C(O3)CO)O)O)N. Drug 2: CC(C)(C#N)C1=CC(=CC(=C1)CN2C=NC=N2)C(C)(C)C#N. Cell line: HCT116. Synergy scores: CSS=27.2, Synergy_ZIP=9.88, Synergy_Bliss=12.2, Synergy_Loewe=4.01, Synergy_HSA=4.50. (5) Synergy scores: CSS=3.20, Synergy_ZIP=0.00507, Synergy_Bliss=5.78, Synergy_Loewe=-0.388, Synergy_HSA=1.83. Drug 2: C1=CC=C(C=C1)NC(=O)CCCCCCC(=O)NO. Cell line: KM12. Drug 1: CC1=C2C(C(=O)C3(C(CC4C(C3C(C(C2(C)C)(CC1OC(=O)C(C(C5=CC=CC=C5)NC(=O)OC(C)(C)C)O)O)OC(=O)C6=CC=CC=C6)(CO4)OC(=O)C)O)C)O. (6) Drug 1: C1=C(C(=O)NC(=O)N1)N(CCCl)CCCl. Drug 2: C1CN(P(=O)(OC1)NCCCl)CCCl. Cell line: SF-295. Synergy scores: CSS=34.6, Synergy_ZIP=-0.192, Synergy_Bliss=-0.0731, Synergy_Loewe=-24.0, Synergy_HSA=0.545. (7) Drug 1: C1CC(=O)NC(=O)C1N2CC3=C(C2=O)C=CC=C3N. Drug 2: CC1CCC2CC(C(=CC=CC=CC(CC(C(=O)C(C(C(=CC(C(=O)CC(OC(=O)C3CCCCN3C(=O)C(=O)C1(O2)O)C(C)CC4CCC(C(C4)OC)OCCO)C)C)O)OC)C)C)C)OC. Cell line: T-47D. Synergy scores: CSS=12.5, Synergy_ZIP=-3.29, Synergy_Bliss=-1.36, Synergy_Loewe=-4.45, Synergy_HSA=-0.300.